This data is from NCI-60 drug combinations with 297,098 pairs across 59 cell lines. The task is: Regression. Given two drug SMILES strings and cell line genomic features, predict the synergy score measuring deviation from expected non-interaction effect. (1) Drug 1: COC1=C(C=C2C(=C1)N=CN=C2NC3=CC(=C(C=C3)F)Cl)OCCCN4CCOCC4. Drug 2: CN(CCCl)CCCl.Cl. Cell line: T-47D. Synergy scores: CSS=18.7, Synergy_ZIP=-2.84, Synergy_Bliss=-2.28, Synergy_Loewe=-2.12, Synergy_HSA=-1.48. (2) Drug 1: C1=C(C(=O)NC(=O)N1)F. Drug 2: CC1=CC=C(C=C1)C2=CC(=NN2C3=CC=C(C=C3)S(=O)(=O)N)C(F)(F)F. Cell line: HOP-62. Synergy scores: CSS=31.4, Synergy_ZIP=-8.68, Synergy_Bliss=-5.76, Synergy_Loewe=-8.23, Synergy_HSA=-5.88. (3) Drug 1: CN(C(=O)NC(C=O)C(C(C(CO)O)O)O)N=O. Drug 2: C1C(C(OC1N2C=NC(=NC2=O)N)CO)O. Cell line: OVCAR-8. Synergy scores: CSS=19.5, Synergy_ZIP=-8.32, Synergy_Bliss=-2.62, Synergy_Loewe=-3.71, Synergy_HSA=1.91. (4) Drug 1: CCCCCOC(=O)NC1=NC(=O)N(C=C1F)C2C(C(C(O2)C)O)O. Drug 2: CC1=C(C(=CC=C1)Cl)NC(=O)C2=CN=C(S2)NC3=CC(=NC(=N3)C)N4CCN(CC4)CCO. Cell line: HT29. Synergy scores: CSS=7.09, Synergy_ZIP=-5.81, Synergy_Bliss=-7.30, Synergy_Loewe=-3.78, Synergy_HSA=-3.58. (5) Drug 1: CN(C)C1=NC(=NC(=N1)N(C)C)N(C)C. Drug 2: CC1=C2C(C(=O)C3(C(CC4C(C3C(C(C2(C)C)(CC1OC(=O)C(C(C5=CC=CC=C5)NC(=O)OC(C)(C)C)O)O)OC(=O)C6=CC=CC=C6)(CO4)OC(=O)C)O)C)O. Cell line: T-47D. Synergy scores: CSS=12.7, Synergy_ZIP=-0.854, Synergy_Bliss=-1.52, Synergy_Loewe=-17.2, Synergy_HSA=-5.22. (6) Drug 1: CC(C)NC(=O)C1=CC=C(C=C1)CNNC.Cl. Drug 2: COC1=C2C(=CC3=C1OC=C3)C=CC(=O)O2. Cell line: SF-268. Synergy scores: CSS=-1.43, Synergy_ZIP=1.36, Synergy_Bliss=1.38, Synergy_Loewe=-0.344, Synergy_HSA=-0.982. (7) Drug 1: C1CC(C1)(C(=O)O)C(=O)O.[NH2-].[NH2-].[Pt+2]. Drug 2: C(CN)CNCCSP(=O)(O)O. Cell line: OVCAR-8. Synergy scores: CSS=14.9, Synergy_ZIP=-6.43, Synergy_Bliss=-5.86, Synergy_Loewe=-25.7, Synergy_HSA=-4.54. (8) Synergy scores: CSS=54.4, Synergy_ZIP=-0.956, Synergy_Bliss=-1.56, Synergy_Loewe=-2.45, Synergy_HSA=-2.39. Drug 2: CC1C(C(CC(O1)OC2CC(OC(C2O)C)OC3=CC4=CC5=C(C(=O)C(C(C5)C(C(=O)C(C(C)O)O)OC)OC6CC(C(C(O6)C)O)OC7CC(C(C(O7)C)O)OC8CC(C(C(O8)C)O)(C)O)C(=C4C(=C3C)O)O)O)O. Cell line: SK-MEL-28. Drug 1: C1=CC(=CC=C1C#N)C(C2=CC=C(C=C2)C#N)N3C=NC=N3. (9) Drug 1: CN(C)C1=NC(=NC(=N1)N(C)C)N(C)C. Drug 2: C1CCC(C(C1)N)N.C(=O)(C(=O)[O-])[O-].[Pt+4]. Cell line: HS 578T. Synergy scores: CSS=-15.2, Synergy_ZIP=2.30, Synergy_Bliss=-6.33, Synergy_Loewe=-15.2, Synergy_HSA=-13.5. (10) Drug 1: C1=C(C(=O)NC(=O)N1)N(CCCl)CCCl. Drug 2: B(C(CC(C)C)NC(=O)C(CC1=CC=CC=C1)NC(=O)C2=NC=CN=C2)(O)O. Cell line: NCI-H460. Synergy scores: CSS=14.1, Synergy_ZIP=-14.8, Synergy_Bliss=-11.4, Synergy_Loewe=-11.9, Synergy_HSA=-10.5.